This data is from Forward reaction prediction with 1.9M reactions from USPTO patents (1976-2016). The task is: Predict the product of the given reaction. (1) Given the reactants C1(C2C(C3C4C(=CC=CC=4)NC=3)C(=O)NC2=O)C2=C3C(=CC=C2)CCCN3C=1.[CH3:29][O:30][C:31](=[O:43])[C:32]([C:34]1[C:42]2[C:37](=[CH:38][CH:39]=[CH:40][CH:41]=2)[NH:36][CH:35]=1)=O.[CH3:44][O:45][C:46](=[O:60])[CH2:47][C:48]1[C:58]2=[C:59]3[C:54](=[CH:55][CH:56]=[CH:57]2)[CH2:53][CH2:52][CH2:51][N:50]3[CH:49]=1.C([N-]C(C)C)(C)C.[Li+], predict the reaction product. The product is: [CH3:44][O:45][C:46](=[O:60])[C:47]([C:48]1[C:58]2=[C:59]3[C:54](=[CH:55][CH:56]=[CH:57]2)[CH2:53][CH2:52][CH2:51][N:50]3[CH:49]=1)=[C:32]([C:34]1[C:42]2[C:37](=[CH:38][CH:39]=[CH:40][CH:41]=2)[NH:36][CH:35]=1)[C:31]([O:30][CH3:29])=[O:43]. (2) Given the reactants C[NH:2][C:3]([C:5]1[CH:10]=[C:9]([O:11][C:12]2[CH:17]=[CH:16][C:15]([NH2:18])=[CH:14][CH:13]=2)[CH:8]=[CH:7][N:6]=1)=[O:4].ClC1C=C[N:23]=[C:22](C(O)=O)C=1, predict the reaction product. The product is: [O:4]1[CH:22]=[N:23][N:2]=[C:3]1[C:5]1[CH:10]=[C:9]([O:11][C:12]2[CH:17]=[CH:16][C:15]([NH2:18])=[CH:14][CH:13]=2)[CH:8]=[CH:7][N:6]=1. (3) The product is: [F:26][C:15]1[CH:14]=[C:13]([C:8]2[C:3]([O:2][CH3:1])=[N:4][CH:5]=[CH:6][CH:7]=2)[CH:18]=[CH:17][C:16]=1[C:19]1[N:20]=[CH:21][C:22]([NH2:25])=[N:23][CH:24]=1. Given the reactants [CH3:1][O:2][C:3]1[C:8](B(O)O)=[CH:7][CH:6]=[CH:5][N:4]=1.Br[C:13]1[CH:18]=[CH:17][C:16]([C:19]2[N:20]=[CH:21][C:22]([NH2:25])=[N:23][CH:24]=2)=[C:15]([F:26])[CH:14]=1, predict the reaction product. (4) The product is: [NH2:8][C:9]1[C:10]([I:19])=[N:11][C:12]([Cl:18])=[CH:13][C:14]=1[C:15]([O:17][CH3:2])=[O:16]. Given the reactants [Si](C=[N+]=[N-])(C)(C)[CH3:2].[NH2:8][C:9]1[C:10]([I:19])=[N:11][C:12]([Cl:18])=[CH:13][C:14]=1[C:15]([OH:17])=[O:16].CO, predict the reaction product. (5) Given the reactants [C:1]([O:5][C:6]([C:8]1([C:16](OS(C(F)(F)F)(=O)=O)=[CH2:17])[CH2:13][O:12][C:11]([CH3:15])([CH3:14])[O:10][CH2:9]1)=[O:7])([CH3:4])([CH3:3])[CH3:2].C(N(CCCC)CCCC)CCC.C(O)=O.C(OCC)(=O)C, predict the reaction product. The product is: [C:1]([O:5][C:6]([C:8]1([CH:16]=[CH2:17])[CH2:13][O:12][C:11]([CH3:15])([CH3:14])[O:10][CH2:9]1)=[O:7])([CH3:4])([CH3:3])[CH3:2].